Dataset: Forward reaction prediction with 1.9M reactions from USPTO patents (1976-2016). Task: Predict the product of the given reaction. (1) Given the reactants CS(O[CH:6]1[CH2:11][CH2:10][N:9]([C:12]2[C:17]([F:18])=[CH:16][C:15]([N:19]3[CH2:23][C@H:22]([CH2:24][NH:25][C:26](=[O:28])[CH3:27])[O:21][C:20]3=[O:29])=[CH:14][C:13]=2[F:30])[CH2:8][CH2:7]1)(=O)=O.[CH3:31][C:32]1[NH:36][N:35]=[N:34][N:33]=1.C([O-])([O-])=O.[K+].[K+], predict the reaction product. The product is: [CH3:31][C:32]1[N:33]=[N:34][N:35]([CH:6]2[CH2:7][CH2:8][N:9]([C:12]3[C:17]([F:18])=[CH:16][C:15]([N:19]4[CH2:23][C@H:22]([CH2:24][NH:25][C:26](=[O:28])[CH3:27])[O:21][C:20]4=[O:29])=[CH:14][C:13]=3[F:30])[CH2:10][CH2:11]2)[N:36]=1. (2) Given the reactants [CH2:1]=[CH:2][CH2:3][CH2:4][CH2:5][CH2:6][CH2:7][CH3:8].[C:9]([OH:13])(=[O:12])[CH:10]=[CH2:11].S(=O)(=O)(O)O, predict the reaction product. The product is: [C:9]([O:13][CH2:1][CH2:2][CH2:3][CH2:4][CH2:5][CH2:6][CH2:7][CH3:8])(=[O:12])[CH:10]=[CH2:11]. (3) Given the reactants Br[C:2]1[CH:3]=[C:4]([C@@H:8]2[C@@H:12]([C:13]3[CH:18]=[C:17]([F:19])[CH:16]=[CH:15][C:14]=3[F:20])[O:11][C:10](=[O:21])[NH:9]2)C=NC=1.Cl.Cl.N[C@H](C1C=C[N:39]=[C:38]([Cl:42])[N:37]=1)[C@@H](C1C=C(F)C=CC=1F)O, predict the reaction product. The product is: [Cl:42][C:38]1[N:39]=[C:4]([C@@H:8]2[C@@H:12]([C:13]3[CH:18]=[C:17]([F:19])[CH:16]=[CH:15][C:14]=3[F:20])[O:11][C:10](=[O:21])[NH:9]2)[CH:3]=[CH:2][N:37]=1. (4) Given the reactants [CH2:1]([O:7][C:8]1[CH:15]=[CH:14][C:11]([CH:12]=O)=[CH:10][CH:9]=1)[CH2:2][CH2:3][CH2:4][CH2:5][CH3:6].[C:16]([NH:20][OH:21])([CH3:19])([CH3:18])[CH3:17], predict the reaction product. The product is: [CH2:1]([O:7][C:8]1[CH:15]=[CH:14][C:11]([CH:12]=[N+:20]([C:16]([CH3:19])([CH3:18])[CH3:17])[O-:21])=[CH:10][CH:9]=1)[CH2:2][CH2:3][CH2:4][CH2:5][CH3:6]. (5) Given the reactants [I:1][CH3:2].[F:3][C:4]1[CH:9]=[C:8]([N:10]2[CH:14]=[N:13][C:12]([CH3:15])=[N:11]2)[C:7]([O:16][CH3:17])=[CH:6][C:5]=1[NH:18][C:19]([NH2:21])=[S:20], predict the reaction product. The product is: [IH:1].[F:3][C:4]1[CH:9]=[C:8]([N:10]2[CH:14]=[N:13][C:12]([CH3:15])=[N:11]2)[C:7]([O:16][CH3:17])=[CH:6][C:5]=1[NH:18][C:19]([S:20][CH3:2])=[NH:21].